Task: Predict the product of the given reaction.. Dataset: Forward reaction prediction with 1.9M reactions from USPTO patents (1976-2016) (1) The product is: [Br:1][C:2]1[CH:3]=[C:4]([Cl:10])[C:5]([CH2:9][Br:11])=[CH:6][C:7]=1[F:8]. Given the reactants [Br:1][C:2]1[C:7]([F:8])=[CH:6][C:5]([CH3:9])=[C:4]([Cl:10])[CH:3]=1.[Br:11]N1C(=O)CCC1=O.C(OOC(=O)C1C=CC=CC=1)(=O)C1C=CC=CC=1, predict the reaction product. (2) Given the reactants [CH3:1][O:2][C:3]1[CH:4]=[C:5]2[C:10](=[CH:11][CH:12]=1)[C:9]([O:13][C:14]1[CH:19]=[CH:18][C:17]([O:20][CH2:21][CH2:22][N:23]3[CH2:28][CH2:27][CH2:26][CH2:25][CH2:24]3)=[CH:16][CH:15]=1)=[C:8](OS(C(F)(F)F)(=O)=O)[CH:7]=[CH:6]2.[CH3:37][O:38][C:39](=[O:63])[C:40]1[CH:45]=[C:44](B2OC(C)(C)C(C)(C)O2)[CH:43]=[CH:42][C:41]=1[O:55][CH2:56][C:57]1[CH:62]=[CH:61][CH:60]=[CH:59][CH:58]=1.[F-].[Cs+].C1(P(C2CCCCC2)C2CCCCC2)CCCCC1, predict the reaction product. The product is: [CH3:37][O:38][C:39](=[O:63])[C:40]1[CH:45]=[C:44]([C:8]2[CH:7]=[CH:6][C:5]3[C:10](=[CH:11][CH:12]=[C:3]([O:2][CH3:1])[CH:4]=3)[C:9]=2[O:13][C:14]2[CH:19]=[CH:18][C:17]([O:20][CH2:21][CH2:22][N:23]3[CH2:24][CH2:25][CH2:26][CH2:27][CH2:28]3)=[CH:16][CH:15]=2)[CH:43]=[CH:42][C:41]=1[O:55][CH2:56][C:57]1[CH:58]=[CH:59][CH:60]=[CH:61][CH:62]=1. (3) Given the reactants Cl[C:2]1[CH:7]=[CH:6][C:5]([N+:8]([O-:10])=[O:9])=[CH:4][N:3]=1.[C:11]([O:19][CH2:20][CH3:21])(=[O:18])[CH2:12][C:13]([O:15][CH2:16][CH3:17])=[O:14].C(=O)([O-])[O-].[K+].[K+], predict the reaction product. The product is: [N+:8]([C:5]1[CH:6]=[CH:7][C:2]([CH:12]([C:13]([O:15][CH2:16][CH3:17])=[O:14])[C:11]([O:19][CH2:20][CH3:21])=[O:18])=[N:3][CH:4]=1)([O-:10])=[O:9]. (4) Given the reactants [CH2:1]([O:3][C:4](=[O:18])[CH2:5][CH2:6][C:7]1[C:16]2[CH2:15][CH2:14][CH2:13][CH2:12][C:11]=2[C:10]([OH:17])=[CH:9][CH:8]=1)[CH3:2].Cl[CH2:20][C:21]1[C:22]([CH3:37])=[N:23][C:24]([C:27]2[CH:32]=[CH:31][C:30]([C:33]([F:36])([F:35])[F:34])=[CH:29][CH:28]=2)=[CH:25][CH:26]=1.C(=O)([O-])[O-].[Cs+].[Cs+], predict the reaction product. The product is: [CH2:1]([O:3][C:4](=[O:18])[CH2:5][CH2:6][C:7]1[C:16]2[CH2:15][CH2:14][CH2:13][CH2:12][C:11]=2[C:10]([O:17][CH2:20][C:21]2[C:22]([CH3:37])=[N:23][C:24]([C:27]3[CH:28]=[CH:29][C:30]([C:33]([F:36])([F:34])[F:35])=[CH:31][CH:32]=3)=[CH:25][CH:26]=2)=[CH:9][CH:8]=1)[CH3:2]. (5) Given the reactants [Si]([N:8]1[CH:11]([O:12][CH2:13][CH:14]([CH3:16])[CH3:15])[CH:10]([NH:17][C:18]([C:31]2[CH:36]=[CH:35][CH:34]=[CH:33][CH:32]=2)([C:25]2[CH:30]=[CH:29][CH:28]=[CH:27][CH:26]=2)[C:19]2[CH:24]=[CH:23][CH:22]=[CH:21][CH:20]=2)[C:9]1=[O:37])(C(C)(C)C)(C)C.C(O)(=O)C.[F-].C([N+](CCCC)(CCCC)CCCC)CCC, predict the reaction product. The product is: [CH2:13]([O:12][CH:11]1[NH:8][C:9](=[O:37])[CH:10]1[NH:17][C:18]([C:31]1[CH:36]=[CH:35][CH:34]=[CH:33][CH:32]=1)([C:25]1[CH:26]=[CH:27][CH:28]=[CH:29][CH:30]=1)[C:19]1[CH:24]=[CH:23][CH:22]=[CH:21][CH:20]=1)[CH:14]([CH3:16])[CH3:15]. (6) Given the reactants [C:1]([O:5][C:6](=[O:21])[NH:7][C@H:8]1[CH2:13][CH2:12][C@H:11]([NH:14][C:15](=[O:20])[C:16]([F:19])([F:18])[F:17])[CH2:10][CH2:9]1)([CH3:4])([CH3:3])[CH3:2].[C:22](=O)([O-])[O-].[Cs+].[Cs+].COS(C1C=CC(C)=CC=1)(=O)=O, predict the reaction product. The product is: [C:1]([O:5][C:6](=[O:21])[NH:7][C@H:8]1[CH2:13][CH2:12][C@H:11]([N:14]([CH3:22])[C:15](=[O:20])[C:16]([F:19])([F:18])[F:17])[CH2:10][CH2:9]1)([CH3:4])([CH3:2])[CH3:3].